This data is from Reaction yield outcomes from USPTO patents with 853,638 reactions. The task is: Predict the reaction yield, written as a fraction of the theoretical maximum amount of product (1.0 means a 100% yield; for example, 0.34 means a 34% yield). (1) The reactants are [Cl:1][C:2]1[CH:7]=[CH:6][C:5]([CH3:8])=[CH:4][C:3]=1[OH:9].CI.[C:12]([O-])([O-])=O.[K+].[K+]. The catalyst is CC#N. The product is [Cl:1][C:2]1[CH:7]=[CH:6][C:5]([CH3:8])=[CH:4][C:3]=1[O:9][CH3:12]. The yield is 0.890. (2) The reactants are [CH3:1][S:2](Cl)(=[O:4])=[O:3].CCN(CC)CC.[CH3:13][O:14][C:15](=[O:55])[C:16]1[CH:21]=[CH:20][C:19]([O:22][CH2:23][CH2:24][C:25]2[C:33]3[C:28](=[CH:29][CH:30]=[C:31]([Cl:34])[CH:32]=3)[N:27]([CH:35]([C:42]3[CH:47]=[CH:46][CH:45]=[CH:44][CH:43]=3)[C:36]3[CH:41]=[CH:40][CH:39]=[CH:38][CH:37]=3)[C:26]=2[CH2:48][CH2:49][OH:50])=[CH:18][C:17]=1[O:51][CH:52]([CH3:54])[CH3:53]. The catalyst is ClCCl. The product is [CH3:13][O:14][C:15](=[O:55])[C:16]1[CH:21]=[CH:20][C:19]([O:22][CH2:23][CH2:24][C:25]2[C:33]3[C:28](=[CH:29][CH:30]=[C:31]([Cl:34])[CH:32]=3)[N:27]([CH:35]([C:36]3[CH:41]=[CH:40][CH:39]=[CH:38][CH:37]=3)[C:42]3[CH:43]=[CH:44][CH:45]=[CH:46][CH:47]=3)[C:26]=2[CH2:48][CH2:49][O:50][S:2]([CH3:1])(=[O:4])=[O:3])=[CH:18][C:17]=1[O:51][CH:52]([CH3:53])[CH3:54]. The yield is 1.00. (3) The reactants are [CH2:1]([C@@H:8]1[C@@H:16]([OH:17])[C@H:15]([CH3:18])[O:14][C:13](=[O:19])[C@@H:12]([N:20]([C:28]([O:30][C:31]([CH3:34])([CH3:33])[CH3:32])=[O:29])[C:21](=[O:27])[O:22][C:23]([CH3:26])([CH3:25])[CH3:24])[CH2:11][O:10][CH2:9]1)[C:2]1[CH:7]=[CH:6][CH:5]=[CH:4][CH:3]=1.C(=O)(OCC(C)=C)O[C:37]([CH3:40])([CH3:39])[CH3:38]. The catalyst is C1COCC1.C1C=CC(P(C2C=CC=CC=2)[C-]2C=CC=C2)=CC=1.C1C=CC(P(C2C=CC=CC=2)[C-]2C=CC=C2)=CC=1.[Fe+2].C1C=CC(/C=C/C(/C=C/C2C=CC=CC=2)=O)=CC=1.C1C=CC(/C=C/C(/C=C/C2C=CC=CC=2)=O)=CC=1.C1C=CC(/C=C/C(/C=C/C2C=CC=CC=2)=O)=CC=1.[Pd].[Pd]. The product is [CH2:1]([C@@H:8]1[C@@H:16]([O:17][CH2:39][C:37]([CH3:40])=[CH2:38])[C@H:15]([CH3:18])[O:14][C:13](=[O:19])[C@@H:12]([N:20]([C:21]([O:22][C:23]([CH3:26])([CH3:24])[CH3:25])=[O:27])[C:28](=[O:29])[O:30][C:31]([CH3:33])([CH3:32])[CH3:34])[CH2:11][O:10][CH2:9]1)[C:2]1[CH:3]=[CH:4][CH:5]=[CH:6][CH:7]=1. The yield is 0.920. (4) The catalyst is O1CCCC1. The reactants are [F:1][C:2]1[CH:7]=[CH:6][CH:5]=[CH:4][C:3]=1[N:8]1[CH:12]=[CH:11][C:10]([NH2:13])=[N:9]1.[F:14]N(S(C1C=CC=CC=1)(=O)=O)S(C1C=CC=CC=1)(=O)=O.CO. The product is [F:14][C:11]1[C:10]([NH2:13])=[N:9][N:8]([C:3]2[CH:4]=[CH:5][CH:6]=[CH:7][C:2]=2[F:1])[CH:12]=1. The yield is 0.0600. (5) The reactants are Br[C:2]1[C:3]([O:16][CH2:17][CH2:18][CH3:19])=[C:4]2[C:9](=[CH:10][CH:11]=1)[N:8]([C:12](=[O:14])[CH3:13])[C@@H:7]([CH3:15])[CH2:6][CH2:5]2.CC1(C)C(C)(C)OB([C:28]2[CH:29]=[N:30][N:31]([CH2:33][CH2:34][OH:35])[CH:32]=2)O1.C(=O)([O-])[O-].[Cs+].[Cs+]. The catalyst is O1CCOCC1.O.CC(C1C=C(C(C)C)C(C2C=CC=C(P(C3CCCCC3)C3CCCCC3)C=2)=C(C(C)C)C=1)C.C1C=[C-]C(C2C(N)=CC=CC=2)=CC=1.Cl[Pd+]. The product is [OH:35][CH2:34][CH2:33][N:31]1[CH:32]=[C:28]([C:2]2[C:3]([O:16][CH2:17][CH2:18][CH3:19])=[C:4]3[C:9](=[CH:10][CH:11]=2)[N:8]([C:12](=[O:14])[CH3:13])[C@@H:7]([CH3:15])[CH2:6][CH2:5]3)[CH:29]=[N:30]1. The yield is 0.860. (6) The yield is 0.640. The catalyst is [Ni].CO. The reactants are [CH3:1][O:2][C:3]1[CH:10]=[CH:9][C:6]([CH:7]=O)=[C:5]([C:11]([F:14])([F:13])[F:12])[CH:4]=1.[NH3:15].[H][H]. The product is [CH3:1][O:2][C:3]1[CH:10]=[CH:9][C:6]([CH2:7][NH2:15])=[C:5]([C:11]([F:14])([F:13])[F:12])[CH:4]=1. (7) The reactants are [CH3:1][C:2]1[CH:3]=[CH:4][C:5]([NH:21][C:22]([C:24]2[CH:25]=[CH:26][C:27]([CH2:30][N:31]3[CH2:36][CH2:35][N:34]([CH3:37])[CH2:33][CH2:32]3)=[CH:28][CH:29]=2)=[O:23])=[CH:6][C:7]=1[NH:8][C:9]1[N:10]=[CH:11][CH:12]=[C:13]([C:15]2[CH:16]=[CH:17][CH:18]=[N:19][CH:20]=2)[N:14]=1.[Cl:38][CH:39]([Cl:43])[C:40]([OH:42])=[O:41]. The catalyst is CO. The product is [CH3:1][C:2]1[CH:3]=[CH:4][C:5]([NH:21][C:22]([C:24]2[CH:29]=[CH:28][C:27]([CH2:30][N:31]3[CH2:32][CH2:33][N:34]([CH3:37])[CH2:35][CH2:36]3)=[CH:26][CH:25]=2)=[O:23])=[CH:6][C:7]=1[NH:8][C:9]1[N:10]=[CH:11][CH:12]=[C:13]([C:15]2[CH:16]=[CH:17][CH:18]=[N:19][CH:20]=2)[N:14]=1.[Cl:38][CH:39]([Cl:43])[C:40]([O-:42])=[O:41]. The yield is 0.921.